From a dataset of Catalyst prediction with 721,799 reactions and 888 catalyst types from USPTO. Predict which catalyst facilitates the given reaction. (1) Reactant: [Cl:1][C:2]1[N:3]=[CH:4][C:5]2[NH:11][C:10](=[O:12])[CH2:9][CH2:8][N:7]([CH:13]3[CH2:17][CH2:16][CH2:15][CH2:14]3)[C:6]=2[N:18]=1.[CH3:19]N(C)C(=O)C.IC.[H-].[Na+]. Product: [Cl:1][C:2]1[N:3]=[CH:4][C:5]2[N:11]([CH3:19])[C:10](=[O:12])[CH2:9][CH2:8][N:7]([CH:13]3[CH2:17][CH2:16][CH2:15][CH2:14]3)[C:6]=2[N:18]=1. The catalyst class is: 6. (2) Reactant: [Cl:1][C:2]1[CH:7]=[CH:6][C:5]([C:8]2[S:9][C:10]([CH3:21])=[C:11]([C:13]3[C:14](=[O:20])[CH2:15][CH2:16][C:17]=3[O:18][CH3:19])[N:12]=2)=[CH:4][CH:3]=1.C([N-]C(C)C)(C)C.[Li+].[F:30][C:31]1[CH:32]=[CH:33][C:34]([CH:37]=[O:38])=[N:35][CH:36]=1. Product: [Cl:1][C:2]1[CH:7]=[CH:6][C:5]([C:8]2[S:9][C:10]([CH3:21])=[C:11]([C:13]3[C:14](=[O:20])[CH:15]([CH:37]([C:34]4[CH:33]=[CH:32][C:31]([F:30])=[CH:36][N:35]=4)[OH:38])[CH2:16][C:17]=3[O:18][CH3:19])[N:12]=2)=[CH:4][CH:3]=1. The catalyst class is: 7.